Dataset: Reaction yield outcomes from USPTO patents with 853,638 reactions. Task: Predict the reaction yield, written as a fraction of the theoretical maximum amount of product (1.0 means a 100% yield; for example, 0.34 means a 34% yield). (1) The reactants are Cl[C:2]1[CH:17]=[CH:16][C:5]([C:6]([NH:8][C:9]2[CH:14]=[CH:13][C:12]([F:15])=[CH:11][CH:10]=2)=[O:7])=[CH:4][N:3]=1.[S-:18][CH2:19][CH3:20].[Na+]. The catalyst is O1CCCC1. The product is [CH2:19]([S:18][C:2]1[CH:17]=[CH:16][C:5]([C:6]([NH:8][C:9]2[CH:14]=[CH:13][C:12]([F:15])=[CH:11][CH:10]=2)=[O:7])=[CH:4][N:3]=1)[CH3:20]. The yield is 0.680. (2) The reactants are [F:1][C:2]1[CH:7]=[CH:6][CH:5]=[C:4]([F:8])[C:3]=1[OH:9].F[C:11]1[CH:16]=[CH:15][CH:14]=[CH:13][C:12]=1[N+:17]([O-:19])=[O:18].[F:20][C:21]1[CH:34]=[CH:33][CH:32]=[C:31]([F:35])[C:22]=1[O:23][C:24]1[CH:30]=[CH:29][CH:28]=[CH:27][C:25]=1[NH2:26].[NH2:36][C:37]1[S:38][CH:39]=[CH:40][N:41]=1. No catalyst specified. The product is [F:1][C:2]1[CH:7]=[CH:6][CH:5]=[C:4]([F:8])[C:3]=1[O:9][C:11]1[CH:16]=[CH:15][CH:14]=[CH:13][C:12]=1[N+:17]([O-:19])=[O:18].[F:20][C:21]1[CH:34]=[CH:33][CH:32]=[C:31]([F:35])[C:22]=1[O:23][C:24]1[CH:30]=[CH:29][CH:28]=[CH:27][C:25]=1[NH:26][C:3]([NH:36][C:37]1[S:38][CH:39]=[CH:40][N:41]=1)=[O:9]. The yield is 0.700.